Task: Regression. Given two drug SMILES strings and cell line genomic features, predict the synergy score measuring deviation from expected non-interaction effect.. Dataset: NCI-60 drug combinations with 297,098 pairs across 59 cell lines Drug 1: C1=CC(=CC=C1CCCC(=O)O)N(CCCl)CCCl. Drug 2: CN(CC1=CN=C2C(=N1)C(=NC(=N2)N)N)C3=CC=C(C=C3)C(=O)NC(CCC(=O)O)C(=O)O. Cell line: SR. Synergy scores: CSS=64.5, Synergy_ZIP=0.663, Synergy_Bliss=-0.692, Synergy_Loewe=0.141, Synergy_HSA=2.15.